From a dataset of Full USPTO retrosynthesis dataset with 1.9M reactions from patents (1976-2016). Predict the reactants needed to synthesize the given product. Given the product [N:28]1[C:29]2[N:30]([C:41]3[CH:47]=[CH:46][CH:45]=[CH:44][C:42]=3[N:43]=2)[CH:31]=[CH:32][C:33]=1[C:34]1[CH:35]=[CH:36][C:37]([NH:38][CH2:4][CH2:3][CH2:2][F:1])=[CH:39][CH:40]=1, predict the reactants needed to synthesize it. The reactants are: [F:1][CH2:2][CH2:3][CH2:4]O.CC(OI1(OC(C)=O)(OC(C)=O)OC(=O)C2C=CC=CC1=2)=O.[N:28]1[C:29]2[N:30]([C:41]3[CH:47]=[CH:46][CH:45]=[CH:44][C:42]=3[N:43]=2)[CH:31]=[CH:32][C:33]=1[C:34]1[CH:40]=[CH:39][C:37]([NH2:38])=[CH:36][CH:35]=1.[BH-](OC(C)=O)(OC(C)=O)OC(C)=O.[Na+].